The task is: Regression. Given a peptide amino acid sequence and an MHC pseudo amino acid sequence, predict their binding affinity value. This is MHC class I binding data.. This data is from Peptide-MHC class I binding affinity with 185,985 pairs from IEDB/IMGT. The peptide sequence is YTGDFDSVI. The MHC is HLA-B44:03 with pseudo-sequence HLA-B44:03. The binding affinity (normalized) is 0.